This data is from Catalyst prediction with 721,799 reactions and 888 catalyst types from USPTO. The task is: Predict which catalyst facilitates the given reaction. (1) Reactant: [CH2:1]([O:3][C:4](=[O:17])[CH:5]([C:7]1[CH:12]=[CH:11][CH:10]=[C:9]([C:13]([F:16])([F:15])[F:14])[CH:8]=1)[CH3:6])[CH3:2].[Br:18]N1C(=O)CCC1=O. Product: [CH2:1]([O:3][C:4](=[O:17])[C:5]([Br:18])([C:7]1[CH:12]=[CH:11][CH:10]=[C:9]([C:13]([F:15])([F:16])[F:14])[CH:8]=1)[CH3:6])[CH3:2]. The catalyst class is: 53. (2) The catalyst class is: 57. Product: [CH2:8]([O:7][C:3](=[O:6])[CH2:4][O:5][C:11]1[CH:16]=[CH:15][C:14]([N+:17]([O-:19])=[O:18])=[CH:13][N:12]=1)[CH3:9]. Reactant: [H-].[Na+].[C:3]([O:7][CH2:8][CH3:9])(=[O:6])[CH2:4][OH:5].Cl[C:11]1[CH:16]=[CH:15][C:14]([N+:17]([O-:19])=[O:18])=[CH:13][N:12]=1. (3) Reactant: [C:1]([OH:9])(=[O:8])[C:2]([CH2:4][C:5]([OH:7])=[O:6])=[CH2:3].C(O)CCCCCCC.[OH-].[Na+:20]. The catalyst class is: 194. Product: [C:1]([O-:9])(=[O:8])[C:2]([CH2:4][C:5]([OH:7])=[O:6])=[CH2:3].[Na+:20]. (4) Reactant: [F:1][C:2]1[CH:8]=[CH:7][C:5]([NH2:6])=[CH:4][C:3]=1[C:9]([F:12])([F:11])[F:10].C[Al](C)C.C([O:19][C:20]([C:22]1[C:26]2[CH:27]=[CH:28][C:29]([O:31][C:32]3[CH:37]=[CH:36][N:35]=[CH:34][N:33]=3)=[CH:30][C:25]=2[O:24][N:23]=1)=O)C. Product: [F:1][C:2]1[CH:8]=[CH:7][C:5]([NH:6][C:20]([C:22]2[C:26]3[CH:27]=[CH:28][C:29]([O:31][C:32]4[CH:37]=[CH:36][N:35]=[CH:34][N:33]=4)=[CH:30][C:25]=3[O:24][N:23]=2)=[O:19])=[CH:4][C:3]=1[C:9]([F:10])([F:11])[F:12]. The catalyst class is: 247.